Dataset: NCI-60 drug combinations with 297,098 pairs across 59 cell lines. Task: Regression. Given two drug SMILES strings and cell line genomic features, predict the synergy score measuring deviation from expected non-interaction effect. (1) Drug 1: C1=CC(=CC=C1C#N)C(C2=CC=C(C=C2)C#N)N3C=NC=N3. Drug 2: C(=O)(N)NO. Cell line: PC-3. Synergy scores: CSS=0.531, Synergy_ZIP=-0.479, Synergy_Bliss=-2.96, Synergy_Loewe=-2.89, Synergy_HSA=-3.80. (2) Drug 1: C1CCC(CC1)NC(=O)N(CCCl)N=O. Drug 2: CCC1(CC2CC(C3=C(CCN(C2)C1)C4=CC=CC=C4N3)(C5=C(C=C6C(=C5)C78CCN9C7C(C=CC9)(C(C(C8N6C=O)(C(=O)OC)O)OC(=O)C)CC)OC)C(=O)OC)O.OS(=O)(=O)O. Cell line: SR. Synergy scores: CSS=88.0, Synergy_ZIP=5.02, Synergy_Bliss=4.75, Synergy_Loewe=6.05, Synergy_HSA=8.89. (3) Drug 1: C1CC2CC3=C(CC1C24CN(S(=O)(=O)N4)CC(F)(F)F)C=CC(=C3)C=CCN5CCC(CC5)C(F)(F)F. Drug 2: C1=C(C(=O)NC(=O)N1)F. Cell line: UACC62. Synergy scores: CSS=31.1, Synergy_ZIP=-3.14, Synergy_Bliss=-0.289, Synergy_Loewe=5.31, Synergy_HSA=7.19. (4) Drug 1: CC1=C(N=C(N=C1N)C(CC(=O)N)NCC(C(=O)N)N)C(=O)NC(C(C2=CN=CN2)OC3C(C(C(C(O3)CO)O)O)OC4C(C(C(C(O4)CO)O)OC(=O)N)O)C(=O)NC(C)C(C(C)C(=O)NC(C(C)O)C(=O)NCCC5=NC(=CS5)C6=NC(=CS6)C(=O)NCCC[S+](C)C)O. Drug 2: CC1CCCC2(C(O2)CC(NC(=O)CC(C(C(=O)C(C1O)C)(C)C)O)C(=CC3=CSC(=N3)C)C)C. Cell line: CCRF-CEM. Synergy scores: CSS=73.7, Synergy_ZIP=-0.232, Synergy_Bliss=0.229, Synergy_Loewe=-1.12, Synergy_HSA=1.25. (5) Drug 1: C1=C(C(=O)NC(=O)N1)N(CCCl)CCCl. Drug 2: CN(C)C1=NC(=NC(=N1)N(C)C)N(C)C. Cell line: NCI-H226. Synergy scores: CSS=1.07, Synergy_ZIP=-4.08, Synergy_Bliss=-2.02, Synergy_Loewe=-14.2, Synergy_HSA=-4.46. (6) Drug 1: CC1=C2C(C(=O)C3(C(CC4C(C3C(C(C2(C)C)(CC1OC(=O)C(C(C5=CC=CC=C5)NC(=O)OC(C)(C)C)O)O)OC(=O)C6=CC=CC=C6)(CO4)OC(=O)C)O)C)O. Drug 2: C(CC(=O)O)C(=O)CN.Cl. Cell line: HT29. Synergy scores: CSS=36.0, Synergy_ZIP=-0.691, Synergy_Bliss=-2.36, Synergy_Loewe=-52.8, Synergy_HSA=-2.29. (7) Drug 1: C1CN1C2=NC(=NC(=N2)N3CC3)N4CC4. Drug 2: CCC1=CC2CC(C3=C(CN(C2)C1)C4=CC=CC=C4N3)(C5=C(C=C6C(=C5)C78CCN9C7C(C=CC9)(C(C(C8N6C)(C(=O)OC)O)OC(=O)C)CC)OC)C(=O)OC.C(C(C(=O)O)O)(C(=O)O)O. Cell line: NCI-H226. Synergy scores: CSS=31.0, Synergy_ZIP=-6.61, Synergy_Bliss=-6.35, Synergy_Loewe=-9.90, Synergy_HSA=-5.05. (8) Drug 1: C1=NC2=C(N1)C(=S)N=CN2. Drug 2: CC(C)CN1C=NC2=C1C3=CC=CC=C3N=C2N. Cell line: KM12. Synergy scores: CSS=26.9, Synergy_ZIP=-10.3, Synergy_Bliss=-10.7, Synergy_Loewe=-8.97, Synergy_HSA=-8.18. (9) Drug 1: CC1=C(C=C(C=C1)NC(=O)C2=CC=C(C=C2)CN3CCN(CC3)C)NC4=NC=CC(=N4)C5=CN=CC=C5. Drug 2: CC1C(C(CC(O1)OC2CC(CC3=C2C(=C4C(=C3O)C(=O)C5=C(C4=O)C(=CC=C5)OC)O)(C(=O)CO)O)N)O.Cl. Cell line: HT29. Synergy scores: CSS=27.3, Synergy_ZIP=-1.72, Synergy_Bliss=-0.0885, Synergy_Loewe=-16.6, Synergy_HSA=-0.865.